From a dataset of Full USPTO retrosynthesis dataset with 1.9M reactions from patents (1976-2016). Predict the reactants needed to synthesize the given product. (1) The reactants are: [Br:1][C:2]1[C:3]([CH:18]2[CH2:20][CH2:19]2)=[N:4][C:5]([N:11]2[CH2:16][CH2:15][NH:14][C@H:13]([CH3:17])[CH2:12]2)=[C:6]([C:9]=1[CH3:10])[C:7]#[N:8].[CH3:21][O:22][CH2:23][CH2:24][C:25](O)=[O:26].O=P(Cl)(Cl)Cl. Given the product [Br:1][C:2]1[C:3]([CH:18]2[CH2:20][CH2:19]2)=[N:4][C:5]([N:11]2[CH2:16][CH2:15][N:14]([C:25](=[O:26])[CH2:24][CH2:23][O:22][CH3:21])[C@H:13]([CH3:17])[CH2:12]2)=[C:6]([C:9]=1[CH3:10])[C:7]#[N:8], predict the reactants needed to synthesize it. (2) Given the product [CH3:1][O:2][C:3](=[O:5])[NH:4][CH:78]([C:90]([N:6]1[CH2:10][CH2:9][CH2:8][CH:7]1[C:11]1[NH:15][C:14]([C:16]2[CH:17]=[CH:18][C:19]3[C:25]4[CH:26]=[CH:27][C:28]([C:30]5[NH:31][C:32]([CH:35]6[CH2:39][CH2:38][CH2:37][N:36]6[C:51](=[O:53])[CH:47]([NH:46][C:44]([O:43][CH3:42])=[O:45])[CH:48]([CH3:49])[CH3:50])=[N:33][CH:34]=5)=[CH:29][C:24]=4[CH2:23][N:22]([CH3:40])[CH2:21][C:20]=3[CH:41]=2)=[CH:13][N:12]=1)=[O:91])[CH:66]([CH3:65])[CH3:67], predict the reactants needed to synthesize it. The reactants are: [CH3:1][O:2][C:3](=[O:5])[NH2:4].[NH:6]1[CH2:10][CH2:9][CH2:8][CH:7]1[C:11]1[NH:15][C:14]([C:16]2[CH:17]=[CH:18][C:19]3[C:25]4[CH:26]=[CH:27][C:28]([C:30]5[NH:31][C:32]([CH:35]6[CH2:39][CH2:38][CH2:37][NH:36]6)=[N:33][CH:34]=5)=[CH:29][C:24]=4[CH2:23][N:22]([CH3:40])[CH2:21][C:20]=3[CH:41]=2)=[CH:13][N:12]=1.[CH3:42][O:43][C:44]([NH:46][C@H:47]([C:51]([OH:53])=O)[CH:48]([CH3:50])[CH3:49])=[O:45].CN(C(ON1N=NC2[CH:65]=[CH:66][CH:67]=NC1=2)=[N+](C)C)C.F[P-](F)(F)(F)(F)F.[CH:78](N(C(C)C)CC)(C)C.CN([CH:90]=[O:91])C. (3) Given the product [CH3:1][C:2]1[CH:17]=[C:16]([CH3:18])[CH:15]=[C:14]([CH3:19])[C:3]=1[CH2:4][S:5][CH:6]1[CH2:11][CH2:10][CH2:9][NH:12][C:8](=[O:27])[CH2:7]1, predict the reactants needed to synthesize it. The reactants are: [CH3:1][C:2]1[CH:17]=[C:16]([CH3:18])[CH:15]=[C:14]([CH3:19])[C:3]=1[CH2:4][S:5][CH:6]1[CH2:11][CH2:10][CH2:9][C:8](=[N:12]O)[CH2:7]1.C1(C)C(S(Cl)(=O)=[O:27])=CC=CC=1.S(=O)(=O)(O)O.C(Cl)Cl. (4) Given the product [CH2:1]([N:3]1[C:11]2[C:6](=[CH:7][CH:8]=[C:9]([O:12][CH3:13])[CH:10]=2)[C:5]([C:14]2[NH:33][N:19]=[CH:27][CH:15]=2)=[CH:4]1)[CH3:2], predict the reactants needed to synthesize it. The reactants are: [CH2:1]([N:3]1[C:11]2[C:6](=[CH:7][CH:8]=[C:9]([O:12][CH3:13])[CH:10]=2)[C:5]([C:14](=O)[CH3:15])=[CH:4]1)[CH3:2].C([N:19]1[C:27]2C(=CC=C(OC)C=2)C=C1)C.COC(OC)[N:33](C)C.O.NN. (5) Given the product [Cl:1][C:2]1[CH:3]=[C:4]([CH:12]=[CH:13][C:14]=1[Cl:15])[CH2:5][N:6]1[CH2:9][CH:8]([CH2:10][NH2:11])[CH2:7]1, predict the reactants needed to synthesize it. The reactants are: [Cl:1][C:2]1[CH:3]=[C:4]([CH:12]=[CH:13][C:14]=1[Cl:15])[CH2:5][N:6]1[CH2:9][CH:8]([C:10]#[N:11])[CH2:7]1.[H-].[Al+3].[Li+].[H-].[H-].[H-]. (6) The reactants are: [CH2:1]([C:3]1[CH:4]=[C:5]([CH:8]=[O:9])[S:6][CH:7]=1)[CH3:2].[BH4-].[Na+]. Given the product [CH2:1]([C:3]1[CH:4]=[C:5]([CH2:8][OH:9])[S:6][CH:7]=1)[CH3:2], predict the reactants needed to synthesize it. (7) Given the product [S:4]1[C:5]2[CH:11]=[CH:10][CH:9]=[CH:8][C:6]=2[N:7]=[C:3]1[N:1]1[C:8](=[O:12])[CH2:6][C:5]([CH3:11])=[N:2]1, predict the reactants needed to synthesize it. The reactants are: [NH:1]([C:3]1[S:4][C:5]2[CH:11]=[CH:10][CH:9]=[CH:8][C:6]=2[N:7]=1)[NH2:2].[OH2:12]. (8) Given the product [CH3:10][O:9][C:6]1[C:5]2[N:11]=[C:15]([CH2:16][CH2:17][CH2:18][NH:19][CH3:20])[NH:12][C:4]=2[C:3]([O:2][CH3:1])=[CH:8][CH:7]=1, predict the reactants needed to synthesize it. The reactants are: [CH3:1][O:2][C:3]1[CH:8]=[CH:7][C:6]([O:9][CH3:10])=[C:5]([NH2:11])[C:4]=1[NH2:12].CO[C:15]1C(OC)=C[C:18]2[NH:19][C:20](CCCNC)=N[C:17]=2[CH:16]=1. (9) Given the product [F:15][C:16]1[C:24]2[C:19](=[CH:20][CH:21]=[C:22]([N+:25]([O-:27])=[O:26])[CH:23]=2)[N:18]([CH3:10])[N:17]=1, predict the reactants needed to synthesize it. The reactants are: CI.C(=O)([O-])[O-].[K+].[K+].O1CCOC[CH2:10]1.[F:15][C:16]1[C:24]2[C:19](=[CH:20][CH:21]=[C:22]([N+:25]([O-:27])=[O:26])[CH:23]=2)[NH:18][N:17]=1.